This data is from Full USPTO retrosynthesis dataset with 1.9M reactions from patents (1976-2016). The task is: Predict the reactants needed to synthesize the given product. (1) Given the product [N:1]1[C:2]2[CH:3]=[CH:4][CH:5]=[CH:6][C:7]=2[NH:8][CH:39]=1, predict the reactants needed to synthesize it. The reactants are: [NH2:1][C:2]1[C:3](OC2C=CC(F)=CC=2F)=[C:4](C2C3C=CN(S(C4C=CC(C)=CC=4)(=O)=O)C=3C(=O)N(C)C=2)[CH:5]=[CH:6][C:7]=1[NH2:8].[CH:39]([O-])([O-])OCC.O.C1(C)C=CC(S(O)(=O)=O)=CC=1. (2) Given the product [NH:1]1[C:5]2[CH:6]=[CH:7][CH:8]=[CH:9][C:4]=2[N:3]=[C:2]1/[CH:10]=[N:17]/[CH2:16][C:15]1[CH:18]=[CH:19][CH:20]=[CH:21][C:14]=1[C:13]([F:12])([F:22])[F:23], predict the reactants needed to synthesize it. The reactants are: [NH:1]1[C:5]2[CH:6]=[CH:7][CH:8]=[CH:9][C:4]=2[N:3]=[C:2]1[CH:10]=O.[F:12][C:13]([F:23])([F:22])[C:14]1[CH:21]=[CH:20][CH:19]=[CH:18][C:15]=1[CH2:16][NH2:17]. (3) Given the product [NH2:14][C:10]1[CH:9]=[C:8]([CH2:7][S:4]([N:3]([CH2:1][CH3:2])[CH3:17])(=[O:6])=[O:5])[CH:13]=[CH:12][CH:11]=1, predict the reactants needed to synthesize it. The reactants are: [CH2:1]([N:3]([CH3:17])[S:4]([CH2:7][C:8]1[CH:13]=[CH:12][CH:11]=[C:10]([N+:14]([O-])=O)[CH:9]=1)(=[O:6])=[O:5])[CH3:2].[H][H]. (4) Given the product [NH2:1][C:2]1[CH:3]=[C:4]([C:8]2[C:17]3[C:12](=[CH:13][C:14]([CH3:20])=[C:15]([C:27]4[CH:28]=[CH:29][C:24]([CH2:23][N:33]5[CH2:38][CH2:37][O:36][CH2:35][CH2:34]5)=[CH:25][CH:26]=4)[C:16]=3[CH3:18])[O:11][C:10](=[O:21])[CH:9]=2)[CH:5]=[CH:6][CH:7]=1, predict the reactants needed to synthesize it. The reactants are: [NH2:1][C:2]1[CH:3]=[C:4]([C:8]2[C:17]3[C:12](=[CH:13][C:14]([CH3:20])=[C:15](Br)[C:16]=3[CH3:18])[O:11][C:10](=[O:21])[CH:9]=2)[CH:5]=[CH:6][CH:7]=1.Br[CH2:23][C:24]1[CH:29]=[CH:28][C:27](B(O)O)=[CH:26][CH:25]=1.[NH:33]1[CH2:38][CH2:37][O:36][CH2:35][CH2:34]1.C([O-])([O-])=O.[K+].[K+]. (5) The reactants are: [C:1]1([C:7]2[CH:8]=[C:9]([C:22]([NH2:24])=[O:23])[C:10]3[CH:11]=[N:12][N:13]([CH:16]4[CH2:21][CH2:20][NH:19][CH2:18][CH2:17]4)[C:14]=3[CH:15]=2)[CH:6]=[CH:5][CH:4]=[CH:3][CH:2]=1.C(N(CC)CC)C.[F:32][C:33]1[CH:38]=[CH:37][C:36]([S:39](Cl)(=[O:41])=[O:40])=[CH:35][CH:34]=1. Given the product [F:32][C:33]1[CH:38]=[CH:37][C:36]([S:39]([N:19]2[CH2:20][CH2:21][CH:16]([N:13]3[C:14]4[CH:15]=[C:7]([C:1]5[CH:2]=[CH:3][CH:4]=[CH:5][CH:6]=5)[CH:8]=[C:9]([C:22]([NH2:24])=[O:23])[C:10]=4[CH:11]=[N:12]3)[CH2:17][CH2:18]2)(=[O:41])=[O:40])=[CH:35][CH:34]=1, predict the reactants needed to synthesize it.